Dataset: Reaction yield outcomes from USPTO patents with 853,638 reactions. Task: Predict the reaction yield, written as a fraction of the theoretical maximum amount of product (1.0 means a 100% yield; for example, 0.34 means a 34% yield). (1) The reactants are [N+:1]([C:4]1[CH:9]=[CH:8][C:7]([C:10]2[CH:15]=[CH:14][CH:13]=[C:12]([CH:16]=[O:17])[CH:11]=2)=[CH:6][C:5]=1[N:18]1[CH2:22][CH2:21][CH2:20][CH2:19]1)([O-:3])=[O:2].[Si]([C:27]([F:30])([F:29])[F:28])(C)(C)C.F[Si](C)(C)C.Cl. The catalyst is C1COCC1.CCCC[N+](CCCC)(CCCC)CCCC.[F-]. The product is [F:28][C:27]([F:30])([F:29])[CH:16]([C:12]1[CH:11]=[C:10]([C:7]2[CH:8]=[CH:9][C:4]([N+:1]([O-:3])=[O:2])=[C:5]([N:18]3[CH2:22][CH2:21][CH2:20][CH2:19]3)[CH:6]=2)[CH:15]=[CH:14][CH:13]=1)[OH:17]. The yield is 0.620. (2) The reactants are C(N(CC)CC)C.[CH2:8]([O:15][N:16]1[C:20]([CH:21]([NH2:27])[CH:22]([CH2:25][CH3:26])[CH2:23][CH3:24])=[CH:19][CH:18]=[N:17]1)[C:9]1[CH:14]=[CH:13][CH:12]=[CH:11][CH:10]=1.[Cl:28][C:29]1[S:33][C:32]([S:34](Cl)(=[O:36])=[O:35])=[CH:31][CH:30]=1.C([O-])(O)=O.[Na+]. The catalyst is C(Cl)Cl. The product is [CH2:8]([O:15][N:16]1[C:20]([CH:21]([NH:27][S:34]([C:32]2[S:33][C:29]([Cl:28])=[CH:30][CH:31]=2)(=[O:36])=[O:35])[CH:22]([CH2:25][CH3:26])[CH2:23][CH3:24])=[CH:19][CH:18]=[N:17]1)[C:9]1[CH:14]=[CH:13][CH:12]=[CH:11][CH:10]=1. The yield is 0.620. (3) The reactants are C[Si](C)(C)CCOC[N:7]1[C:11]2=[N:12][CH:13]=[CH:14][C:15]([C:16]3[N:20]=[C:19]([C:21]4[CH:22]=[C:23]([CH:26]=[CH:27][CH:28]=4)[C:24]#[N:25])[O:18][N:17]=3)=[C:10]2[CH:9]=[CH:8]1.[C:31]([OH:37])([C:33]([F:36])([F:35])[F:34])=[O:32].CO. The catalyst is [OH-].[NH4+]. The product is [C:31]([OH:37])([C:33]([F:36])([F:35])[F:34])=[O:32].[NH:7]1[C:11]2=[N:12][CH:13]=[CH:14][C:15]([C:16]3[N:20]=[C:19]([C:21]4[CH:22]=[C:23]([CH:26]=[CH:27][CH:28]=4)[C:24]#[N:25])[O:18][N:17]=3)=[C:10]2[CH:9]=[CH:8]1. The yield is 0.00200.